From a dataset of TCR-epitope binding with 47,182 pairs between 192 epitopes and 23,139 TCRs. Binary Classification. Given a T-cell receptor sequence (or CDR3 region) and an epitope sequence, predict whether binding occurs between them. (1) The epitope is KPLEFGATSAAL. The TCR CDR3 sequence is CASSSTSGSSYEQYF. Result: 1 (the TCR binds to the epitope). (2) The epitope is FVDGVPFVV. The TCR CDR3 sequence is CASSYPSNPGGTEAFF. Result: 0 (the TCR does not bind to the epitope). (3) The epitope is KTSVDCTMYI. The TCR CDR3 sequence is CASSLGGSRPQHF. Result: 1 (the TCR binds to the epitope). (4) The epitope is ELAGIGILTV. The TCR CDR3 sequence is CASSLVSGGAYNEQFF. Result: 1 (the TCR binds to the epitope). (5) The epitope is TLDSKTQSL. The TCR CDR3 sequence is CSAEISGTQLYNEQFF. Result: 0 (the TCR does not bind to the epitope). (6) The epitope is KRWIILGLNK. The TCR CDR3 sequence is CSAPLAGAPQDTQYF. Result: 1 (the TCR binds to the epitope).